This data is from Kir2.1 potassium channel HTS with 301,493 compounds. The task is: Binary Classification. Given a drug SMILES string, predict its activity (active/inactive) in a high-throughput screening assay against a specified biological target. (1) The molecule is S(Cc1oc2c(c1CC(OC)=O)c(CN(C)C)c(O)cc2)c1ccccc1. The result is 1 (active). (2) The drug is O=C(c1cc(NC(=O)c2nccnc2)ccc1)C. The result is 0 (inactive). (3) The drug is o1c(nc(c1NCC=C)C#N)c1ccc(OCC)cc1. The result is 0 (inactive). (4) The compound is o1c(c(cc1)C(=O)N\N=C\c1c([N+]([O-])=O)cccc1)C. The result is 0 (inactive). (5) The molecule is O=C(NC1(CC1)c1ccccc1)CCc1oc(nn1)COc1ccccc1. The result is 0 (inactive).